This data is from Forward reaction prediction with 1.9M reactions from USPTO patents (1976-2016). The task is: Predict the product of the given reaction. Given the reactants [CH3:1][O:2][C:3]1[CH:22]=[CH:21][C:6]([CH2:7][C@@H:8]2[C:12]3=[N:13][C:14]4[CH:19]=[CH:18][CH:17]=[CH:16][C:15]=4[N:11]3[C:10](=[O:20])[NH:9]2)=[CH:5][CH:4]=1.[NH2:23][CH2:24][C@H:25]([C:27]1[CH:32]=[CH:31][CH:30]=[CH:29][CH:28]=1)[OH:26].C(O)(C(F)(F)F)=O, predict the reaction product. The product is: [NH:11]1[C:15]2[CH:16]=[CH:17][CH:18]=[CH:19][C:14]=2[N:13]=[C:12]1[C@H:8]([NH:9][C:10]([NH:23][CH2:24][C@@H:25]([OH:26])[C:27]1[CH:32]=[CH:31][CH:30]=[CH:29][CH:28]=1)=[O:20])[CH2:7][C:6]1[CH:21]=[CH:22][C:3]([O:2][CH3:1])=[CH:4][CH:5]=1.